Predict which catalyst facilitates the given reaction. From a dataset of Catalyst prediction with 721,799 reactions and 888 catalyst types from USPTO. Reactant: [OH:1][C:2]1[CH:3]=[C:4]([CH2:8][CH2:9][OH:10])[CH:5]=[CH:6][CH:7]=1.C(=O)([O-])O.[Na+].[C:16](OC(=O)C)(=[O:18])[CH3:17]. Product: [OH:10][CH2:9][CH2:8][C:4]1[CH:3]=[C:2]([O:1][C:16](=[O:18])[CH3:17])[CH:7]=[CH:6][CH:5]=1. The catalyst class is: 38.